Dataset: Forward reaction prediction with 1.9M reactions from USPTO patents (1976-2016). Task: Predict the product of the given reaction. (1) Given the reactants C(N(CC)CC)C.O1CCCC1.[CH:13]([C:17]1[C:18](Cl)=[N:19][C:20]([S:24][CH3:25])=[N:21][C:22]=1[Cl:23])([CH2:15][CH3:16])[CH3:14].[CH3:27][CH:28]1[CH2:33][CH2:32][NH:31][CH2:30][CH2:29]1, predict the reaction product. The product is: [CH:13]([C:17]1[C:22]([Cl:23])=[N:21][C:20]([S:24][CH3:25])=[N:19][C:18]=1[N:31]1[CH2:32][CH2:33][CH:28]([CH3:27])[CH2:29][CH2:30]1)([CH2:15][CH3:16])[CH3:14]. (2) The product is: [F:18][C:19]1[CH:20]=[CH:21][C:22]([CH2:25][CH2:26][C:27]2[CH:28]=[C:29]([OH:35])[C:30](=[O:33])[NH:31][CH:32]=2)=[CH:23][CH:24]=1. Given the reactants OC1C(=O)NC=C(CCC2C=CC=CC=2C)C=1.[F:18][C:19]1[CH:24]=[CH:23][C:22]([C:25]#[C:26][C:27]2[CH:28]=[C:29]([O:35]C)[C:30]([O:33]C)=[N:31][CH:32]=2)=[CH:21][CH:20]=1, predict the reaction product. (3) Given the reactants [OH-].[Na+].[CH3:3]I.[NH:5]1[CH:12]=[CH:11][C:9](=[O:10])[NH:8][C:6]1=[S:7], predict the reaction product. The product is: [CH3:3][S:7][C:6]1[NH:5][CH:12]=[CH:11][C:9](=[O:10])[N:8]=1.